This data is from Catalyst prediction with 721,799 reactions and 888 catalyst types from USPTO. The task is: Predict which catalyst facilitates the given reaction. Reactant: [C:1]([O:5][C:6]([NH:8][C@H:9]([C:25]([NH:27][C:28]1[CH:29]=[N:30][CH:31]=[C:32]([F:51])[C:33]=1[CH2:34][CH2:35][C@H:36]1[O:41][CH2:40][C@@H:39]([CH2:42][OH:43])[N:38]([C:44]([O:46][C:47]([CH3:50])([CH3:49])[CH3:48])=[O:45])[CH2:37]1)=[O:26])[CH:10]([C:18]1[CH:23]=[CH:22][C:21]([F:24])=[CH:20][CH:19]=1)[C:11]1[CH:16]=[CH:15][C:14]([F:17])=[CH:13][CH:12]=1)=[O:7])([CH3:4])([CH3:3])[CH3:2].C1N=CN([C:57](N2C=NC=C2)=[O:58])C=1.[F:64][C:65]([F:69])([F:68])[CH2:66][NH2:67]. Product: [C:1]([O:5][C:6]([NH:8][C@H:9]([C:25]([NH:27][C:28]1[CH:29]=[N:30][CH:31]=[C:32]([F:51])[C:33]=1[CH2:34][CH2:35][C@H:36]1[O:41][CH2:40][C@@H:39]([CH2:42][O:43][C:57](=[O:58])[NH:67][CH2:66][C:65]([F:69])([F:68])[F:64])[N:38]([C:44]([O:46][C:47]([CH3:50])([CH3:49])[CH3:48])=[O:45])[CH2:37]1)=[O:26])[CH:10]([C:11]1[CH:16]=[CH:15][C:14]([F:17])=[CH:13][CH:12]=1)[C:18]1[CH:23]=[CH:22][C:21]([F:24])=[CH:20][CH:19]=1)=[O:7])([CH3:3])([CH3:4])[CH3:2]. The catalyst class is: 17.